This data is from Full USPTO retrosynthesis dataset with 1.9M reactions from patents (1976-2016). The task is: Predict the reactants needed to synthesize the given product. (1) The reactants are: Cl[C:2]1[CH:7]=[CH:6][C:5]([O:8][CH3:9])=[CH:4][C:3]=1[N+:10]([O-:12])=[O:11].[CH3:13][C:14]1(C)[C:18](C)(C)OB(C(C)=C)O1.C(=O)([O-])[O-].[Na+].[Na+].O1CCOCC1.O. Given the product [CH3:9][O:8][C:5]1[CH:6]=[CH:7][C:2]([C:14]([CH3:18])=[CH2:13])=[C:3]([N+:10]([O-:12])=[O:11])[CH:4]=1, predict the reactants needed to synthesize it. (2) The reactants are: [F:1][C:2]1[CH:7]=[C:6]([O:8][CH3:9])[CH:5]=[CH:4][C:3]=1[C:10]1[C:18]([CH3:19])=[CH:17][C:16]2[C:12](=[CH:13][N:14]([CH2:20][O:21][CH2:22][CH2:23][Si:24]([CH3:27])([CH3:26])[CH3:25])[N:15]=2)[CH:11]=1.[Li]CCCC.[C:33](C#N)(=[O:37])[O:34][CH2:35][CH3:36]. Given the product [F:1][C:2]1[CH:7]=[C:6]([O:8][CH3:9])[CH:5]=[CH:4][C:3]=1[C:10]1[C:18]([CH3:19])=[CH:17][C:16]2[C:12](=[C:13]([C:33]([O:34][CH2:35][CH3:36])=[O:37])[N:14]([CH2:20][O:21][CH2:22][CH2:23][Si:24]([CH3:25])([CH3:27])[CH3:26])[N:15]=2)[CH:11]=1, predict the reactants needed to synthesize it. (3) Given the product [CH2:1]([O:8][CH2:9][C@H:10]1[C@H:11]([CH3:12])[N:13]([S:14]([CH3:17])(=[O:16])=[O:15])[CH2:18][CH2:19][N:25]1[C:26]([O:28][C:29]([CH3:30])([CH3:31])[CH3:32])=[O:27])[C:2]1[CH:3]=[CH:4][CH:5]=[CH:6][CH:7]=1, predict the reactants needed to synthesize it. The reactants are: [CH2:1]([O:8][CH2:9][C@H:10]([NH:25][C:26]([O:28][C:29]([CH3:32])([CH3:31])[CH3:30])=[O:27])[C@@H:11]([N:13]([CH2:18][CH2:19]OS(C)(=O)=O)[S:14]([CH3:17])(=[O:16])=[O:15])[CH3:12])[C:2]1[CH:7]=[CH:6][CH:5]=[CH:4][CH:3]=1.[H-].[Na+].[NH4+].[Cl-]. (4) Given the product [CH3:14][C:10](=[CH2:9])[CH2:21][C:2]1[N:3]=[CH:4][C:5]([NH2:8])=[N:6][CH:7]=1, predict the reactants needed to synthesize it. The reactants are: Br[C:2]1[N:3]=[CH:4][C:5]([NH2:8])=[N:6][CH:7]=1.[CH3:9][C:10]1([CH3:21])[C:14](C)(C)OB(CC(C)=C)O1.[F-].[Cs+]. (5) Given the product [Br:1][C:2]1[NH:13][C:5]2[C:6](=[O:12])[NH:7][CH2:8][CH2:9][C:10](=[N:16][NH:15][C:17]3[CH:25]=[CH:24][CH:23]=[CH:22][C:18]=3[C:19]([OH:21])=[O:20])[C:4]=2[C:3]=1[Br:14], predict the reactants needed to synthesize it. The reactants are: [Br:1][C:2]1[NH:13][C:5]2[C:6](=[O:12])[NH:7][CH2:8][CH2:9][C:10](=O)[C:4]=2[C:3]=1[Br:14].[NH:15]([C:17]1[CH:25]=[CH:24][CH:23]=[CH:22][C:18]=1[C:19]([OH:21])=[O:20])[NH2:16].Cl. (6) The reactants are: [Br:1][C:2]1[CH:7]=[CH:6][C:5]([OH:8])=[CH:4][C:3]=1[O:9][CH3:10].[CH3:11][CH:12]([Si:14](Cl)([CH:18]([CH3:20])[CH3:19])[CH:15]([CH3:17])[CH3:16])[CH3:13].C(N(CC)CC)C. Given the product [Br:1][C:2]1[CH:7]=[CH:6][C:5]([O:8][Si:14]([CH:18]([CH3:20])[CH3:19])([CH:15]([CH3:17])[CH3:16])[CH:12]([CH3:13])[CH3:11])=[CH:4][C:3]=1[O:9][CH3:10], predict the reactants needed to synthesize it. (7) Given the product [CH3:29][N:30]1[CH:34]=[C:33]([C:2]2[C:3]3[C:7]([CH:8]=[CH:9][CH:10]=2)=[N:6][N:5]2[C:11]([CH:16]4[CH2:21][CH2:20][N:19]([C:22]([O:24][C:25]([CH3:26])([CH3:28])[CH3:27])=[O:23])[CH2:18][CH2:17]4)=[CH:12][C:13](=[O:15])[NH:14][C:4]=32)[CH:32]=[N:31]1, predict the reactants needed to synthesize it. The reactants are: Br[C:2]1[C:3]2[C:7]([CH:8]=[CH:9][CH:10]=1)=[N:6][N:5]1[C:11]([CH:16]3[CH2:21][CH2:20][N:19]([C:22]([O:24][C:25]([CH3:28])([CH3:27])[CH3:26])=[O:23])[CH2:18][CH2:17]3)=[CH:12][C:13](=[O:15])[NH:14][C:4]=21.[CH3:29][N:30]1[CH:34]=[C:33](B(O)O)[CH:32]=[N:31]1.P([O-])([O-])([O-])=O.[K+].[K+].[K+]. (8) Given the product [Cl:39][C:36]1[CH:37]=[CH:38][C:33]([C:30]2[CH:31]=[CH:32][C:27]([C:26]#[C:25][C:22]3[CH:23]=[CH:24][C:19]([O:18][CH2:17][CH2:16][N:7]4[CH2:8][CH2:9][CH:4]([CH:1]([CH3:3])[CH3:2])[CH2:5][CH2:6]4)=[C:20]([CH3:40])[CH:21]=3)=[N:28][CH:29]=2)=[CH:34][CH:35]=1, predict the reactants needed to synthesize it. The reactants are: [CH:1]([CH:4]1[CH2:9][CH2:8][NH:7][CH2:6][CH2:5]1)([CH3:3])[CH3:2].Cl.CS(O[CH2:16][CH2:17][O:18][C:19]1[CH:24]=[CH:23][C:22]([C:25]#[C:26][C:27]2[CH:32]=[CH:31][C:30]([C:33]3[CH:38]=[CH:37][C:36]([Cl:39])=[CH:35][CH:34]=3)=[CH:29][N:28]=2)=[CH:21][C:20]=1[CH3:40])(=O)=O.C(N(C(C)C)C(C)C)C. (9) Given the product [C:1]([O:5][C:6]([N:8]1[CH2:9][CH2:10][CH:11]([C:14](=[O:16])[NH:44][C:41]2[CH:42]=[CH:43][C:38]([CH:35]([CH3:37])[CH3:36])=[CH:39][CH:40]=2)[CH2:12][CH2:13]1)=[O:7])([CH3:2])([CH3:3])[CH3:4], predict the reactants needed to synthesize it. The reactants are: [C:1]([O:5][C:6]([N:8]1[CH2:13][CH2:12][CH:11]([C:14]([OH:16])=O)[CH2:10][CH2:9]1)=[O:7])([CH3:4])([CH3:3])[CH3:2].ClC1N=C(OC)N=C(OC)N=1.CN1CCOCC1.[CH:35]([C:38]1[CH:43]=[CH:42][C:41]([NH2:44])=[CH:40][CH:39]=1)([CH3:37])[CH3:36].